This data is from Human Reference Interactome with 51,813 positive PPI pairs across 8,248 proteins, plus equal number of experimentally-validated negative pairs. The task is: Binary Classification. Given two protein amino acid sequences, predict whether they physically interact or not. (1) Protein 1 (ENSG00000164219) has sequence MAATEDERLAGSGEGERLDFLRDRHVRFFQRCLQVLPERYSSLETSRLTIAFFALSGLDMLDSLDVVNKDDIIEWIYSLQVLPTEDRSNLNRCGFRGSSYLGIPFNPSKAPGTAHPYDSGHIAMTYTGLSCLVILGDDLSRVNKEACLAGLRALQLEDGSFCAVPEGSENDMRFVYCASCICYMLNNWSGMDMKKAITYIRRSMLLKIFQYTNFEKNRNYILSTQDRLVGGFAKWPDSHPDALHAYFGICGLSLMEESGICKVHPALNVSTRTSERLLDLHQSWKTKDSKQCSENVHIST.... Result: 0 (the proteins do not interact). Protein 2 (ENSG00000154655) has sequence MKQPNRKRKLNMDSKERLDQDGRLEQAEEEKKPKDSTTPLSHVPSAAAQGAWSWEWYLKEQKAVAAPVELFSKDQSFPEHENGFQIGMRLEGIDPRHPSVFCVLSVAEVCGYRLRLHFDGYLSCYDFWTNAGSPDIHPVGWCEKTKHELHIPKGYRKDKFVWMDYLKACKLQNAPKKLFRNRSPNGPMSKEFQVGMKLEAVDRKNPSLVCVATIADIVEDRLLVHFDNWDDSYDYWCDVNSPYVQPVGWCQENGRTLIAPQGYPNPENFSWTEYLEATQTNAVPAKVFKMRLPHGFLPNM.... (2) Protein 1 (ENSG00000143862) has sequence MIALFNKLLDWFKALFWKEEMELTLVGLQYSGKTTFVNVIASGQFNEDMIPTVGFNMRKITKGNVTIKLWDIGGQPRFRSMWERYCRGVSAIVYMVDAADQEKIEASKNELHNLLDKPQLQGIPVLVLGNKRDLPGALDEKELIEKMNLSAIQDREICCYSISCKEKDNIDITLQWLIQHSKSRRS*MIALFNKLLDWFKALFWKEEMELTLVGLQYSGKTTFVNVIASGQFNEDMIPTVGFNMRKITKGNVTIKLWDIGGQPRFRSMWERYCRGVSAIVYMVDAADQEKIEASKNELHN.... Protein 2 (ENSG00000168386) has sequence MRSRGSDTEGSAQKKFPRHTKGHSFQGPKNMKHRQQDKDSPSESDVILPCPKAEKPHSGNGHQAEDLSRDDLLFLLSILEGELQARDEVIGILKAEKMDLALLEAQYGFVTPKKVLEALQRDAFQAKSTPWQEDIYEKPMNELDKVVEKHKESYRRILGQLLVAEKSRRQTILELEEEKRKHKEYMEKSDEFICLLEQECERLKKLIDQEIKSQEEKEQEKEKRVTTLKEELTKLKSFALMVVDEQQRLTAQLTLQRQKIQELTTNAKETHTKLALAEARVQEEEQKATRLEKELQTQTT.... Result: 0 (the proteins do not interact). (3) Protein 1 (ENSG00000088002) has sequence MDGPAEPQIPGLWDTYEDDISEISQKLPGEYFRYKGVPFPVGLYSLESISLAENTQDVRDDDIFIITYPKSGTTWMIEIICLILKEGDPSWIRSVPIWERAPWCETIVGAFSLPDQYSPRLMSSHLPIQIFTKAFFSSKAKVIYMGRNPRDVVVSLYHYSKIAGQLKDPGTPDQFLRDFLKGEVQFGSWFDHIKGWLRMKGKDNFLFITYEELQQDLQGSVERICGFLGRPLGKEALGSVVAHSTFSAMKANTMSNYTLLPPSLLDHRRGAFLRKGVCGDWKNHFTVAQSEAFDRAYRKQ.... Protein 2 (ENSG00000155749) has sequence MYPNPLIYCTCWDPWNLGPRKLIKTPQLPRKNSTGSSKLTPLVPAPKNHNYLQPTKPVVSPKMKIHSARQEETNKSFYEVINVSPGYQLVRNREQISVTLGDEMFDRKKRWESEIPDKGRFSRTNIISDLEEQISELTAIIEQMNRDHQSAQKLLSSEMDLRCAEMKQNFENKNRELKEAHEAELSELENNYKAALKAEKLAAQEKLEEMGKEYKYLKNMFRTYQDSIYDEMEEKWSKQKAKWKKDEKFERENILLQQKKKMTKKFEMESGEEDKKINESCSAVFENFIQEKEELLKQHQ.... Result: 1 (the proteins interact). (4) Protein 1 (ENSG00000099795) has sequence MGAHLVRRYLGDASVEPDPLQMPTFPPDYGFPERKEREMVATQQEMMDAQLRLQLRDYCAHHLIRLLKCKRDSFPNFLACKQERHDWDYCEHRDYVMRMKEFERERRLLQRKKRREKKAAELAKGQGPGEVDPKVAL*MGAHLVRRYLGDASVEPDPLQMPTFPPDYGFPERKERDGGHTAGDDGRAAEAPAAGLLRPPPHPAAQVQA*. Protein 2 (ENSG00000182459) has sequence MCPPVSMRYEEEGMSYLYASWMYQLQHGDQLSICFTCFKAAFLDFKDLLESEDWEEDNWDPELMEHTEAESEQEGSSGMELSWGQSPGQPVQGGSEAWGPGTLAAAPEGLEDAGLDPHFVPTELWPQEAVPLGLGLEDADWTQGLPWRFEELLTCSHWPSFFPS*. Result: 0 (the proteins do not interact). (5) Protein 1 (ENSG00000176619) has sequence MSPPSPGRRREQRRPRAAATMATPLPGRAGGPATPLSPTRLSRLQEKEELRELNDRLAHYIDRVRALELENDRLLLKISEKEEVTTREVSGIKALYESELADARRVLDETARERARLQIEIGKLRAELDEVNKSAKKREGELTVAQGRVKDLESLFHRSEVELAAALSDKRGLESDVAELRAQLAKAEDGHAVAKKQLEKETLMRVDLENRCQSLQEELDFRKSVFEEEVRETRRRHERRLVEVDSSRQQEYDFKMAQALEELRSQHDEQVRLYKLELEQTYQAKLDSAKLSSDQNDKAA.... Protein 2 (ENSG00000105122) has sequence MDPPSPSRTSQTQPTATSPLTSYRWHTGGGGEKAAGGFRWGRFAGWGRALSHQEPMVSTQPAPRSIFRRVLSAPPKESRTSRLRLSKALWGRHKNPPPEPDPEPEQEAPELEPEPELEPPTPQIPEAPTPNVPVWDIGGFTLLDGKLVLLGGEEEGPRRPRVGSASSEGSIHVAMGNFRDPDRMPGKTEPETAGPNQVHNVRGLLKRLKEKKKARLEPRDGPPSALGSRESLATLSELDLGAERDVRIWPLHPSLLGEPHCFQVTWTGGSRCFSCRSAAERDRWIEDLRRQFQPTQDNVE.... Result: 0 (the proteins do not interact). (6) Protein 1 (ENSG00000066382) has sequence MAHGIPSQGKVTITVDEYSSNPTQAFTHYNINQSRFQPPHVHMVDPIPYDTPKPAGHTRFVCISDTHSRTDGIQMPYGDILLHTGDFTELGLPSEVKKFNDWLGNLPYEYKIVIAGNHELTFDKEFMADLVKQDYYRFPSVSKLKPEDFDNVQSLLTNSIYLQDSEVTVKGFRIYGAPWTPWFNGWGFNLPRGQSLLDKWNLIPEGIDILMTHGPPLGFRDWVPKELQRVGCVELLNTVQRRVRPKLHVFGGIHEGYGIMTDGYTTYINASTCTVSFQPTNPPIIFDLPNPQGS*MAHGI.... Result: 1 (the proteins interact). Protein 2 (ENSG00000164304) has sequence MTEKPEFQSQVYNYAKDNNIKQDSFKEENPMETSVSANTDQLGNEYFRQPPPRSPPLIHCSGEMLKFTEKSLAKSIAKESALNPSQPPSFLCKTAVPSKEIQNYGEIPEMSVSYEKEVTAEGVERPEIVSTWSSAGISWRSEACRENCEMPDWEQSAESLQPVQEDMALNEVLQKLKHTNRKQEVRIQELQCSNLYLEKRVKELQMKITKQQVFIDVINKLKENVEELIEDKYKIILEKNDTKKTLQNLEEVLANTQKHLQESRNDKEMLQLQFKKIKANYVCLQERYMTEMQQKNKSVS.... (7) Protein 1 (ENSG00000163935) has sequence MNGEQQLDADAGSGMEEVELSWEDYLEETGSTAVPYGSFKHVDTRLQNGFAPGMKLEVAVRTDPETYWVATVITTCEQLLLLRYDGYGEDRRADFWCDIRKADLYPIGWCEQNKKTLEAPEGIRDKVSDWDEFLRQTLIGACSPPVPLLEGLRNGRNPLDLIAPGSRLECQAFQDSLSTWIVTVVENIGGRLKLRYEGLESSDNYEHWLYYLDPFLHHVGWAAQQGYELQPPSAIRHLKNEAEWQEILAKVKEEEEEPLPSYLFKDKQVIGIHTFSVNMKLEAVDPWSPFGISPATVVKV.... Result: 0 (the proteins do not interact). Protein 2 (ENSG00000129159) has sequence MGQGDESERIVINVGGTRHQTYRSTLRTLPGTRLAWLAEPDAHSHFDYDPRADEFFFDRHPGVFAHILNYYRTGKLHCPADVCGPLYEEELAFWGIDETDVEPCCWMTYRQHRDAEEALDSFGGAPLDNSADDADADGPGDSGDGEDELEMTKRLALSDSPDGRPGGFWRRWQPRIWALFEDPYSSRYARYVAFASLFFILVSITTFCLETHERFNPIVNKTEIENVRNGTQVRYYREAETEAFLTYIEGVCVVWFTFEFLMRVIFCPNKVEFIKNSLNIIDFVAILPFYLEVGLSGLSS.... (8) Protein 1 (ENSG00000138136) has sequence MTSKEDGKAAPGEERRRSPLDHLPPPANSNKPLTPFSIEDILNKPSVRRSYSLCGAAHLLAAADKHAQGGLPLAGRALLSQTSPLCALEELASKTFKGLEVSVLQAAEGRDGMTIFGQRQTPKKRRKSRTAFTNHQIYELEKRFLYQKYLSPADRDQIAQQLGLTNAQVITWFQNRRAKLKRDLEEMKADVESAKKLGPSGQMDIVALAELEQNSEATAGGGGGCGRAKSRPGSPVLPPGAPKAPGAGALQLSPASPLTDQPASSQDCSEDEEDEEIDVDD*. Protein 2 (ENSG00000175084) has sequence MSQAYSSSQRVSSYRRTFGGAPGFPLGSPLSSPVFPRAGFGSKGSSSSVTSRVYQVSRTSGGAGGLGSLRASRLGTTRTPSSYGAGELLDFSLADAVNQEFLTTRTNEKVELQELNDRFANYIEKVRFLEQQNAALAAEVNRLKGREPTRVAELYEEELRELRRQVEVLTNQRARVDVERDNLLDDLQRLKAKLQEEIQLKEEAENNLAAFRADVDAATLARIDLERRIESLNEEIAFLKKVHEEEIRELQAQLQEQQVQVEMDMSKPDLTAALRDIRAQYETIAAKNISEAEEWYKSKV.... Result: 1 (the proteins interact).